From a dataset of Reaction yield outcomes from USPTO patents with 853,638 reactions. Predict the reaction yield, written as a fraction of the theoretical maximum amount of product (1.0 means a 100% yield; for example, 0.34 means a 34% yield). The product is [OH:2][C:3]1[CH:8]=[CH:7][CH:6]=[CH:5][C:4]=1[C:9]([C:11]1[S:12][C:13]([C:16]2[C:20]([CH3:21])=[C:19]([C:22]([F:25])([F:24])[F:23])[O:18][N:17]=2)=[CH:14][CH:15]=1)=[O:10]. The catalyst is ClCCl. The yield is 0.820. The reactants are C[O:2][C:3]1[CH:8]=[CH:7][CH:6]=[CH:5][C:4]=1[C:9]([C:11]1[S:12][C:13]([C:16]2[C:20]([CH3:21])=[C:19]([C:22]([F:25])([F:24])[F:23])[O:18][N:17]=2)=[CH:14][CH:15]=1)=[O:10].B(Br)(Br)Br.